Dataset: Catalyst prediction with 721,799 reactions and 888 catalyst types from USPTO. Task: Predict which catalyst facilitates the given reaction. Reactant: [NH3:1].CO.[CH3:4][O:5][C:6]1[CH:24]=[CH:23][C:9]([CH2:10][N:11]2[CH:15]=[C:14]([N+:16]([O-:18])=[O:17])[C:13]([C:19](OC)=[O:20])=[N:12]2)=[CH:8][CH:7]=1. Product: [CH3:4][O:5][C:6]1[CH:24]=[CH:23][C:9]([CH2:10][N:11]2[CH:15]=[C:14]([N+:16]([O-:18])=[O:17])[C:13]([C:19]([NH2:1])=[O:20])=[N:12]2)=[CH:8][CH:7]=1. The catalyst class is: 5.